Dataset: Forward reaction prediction with 1.9M reactions from USPTO patents (1976-2016). Task: Predict the product of the given reaction. (1) Given the reactants C(CCC1C=C(/[C:12](/[CH:37]=[CH:38]/[C:39]2[C:40]([CH3:57])([CH3:56])[C:41]3[C:42]([N:55]=2)=[N+:43]([CH2:48][CH2:49][CH2:50][S:51]([O-:54])(=[O:53])=[O:52])[CH:44]=[C:45]([Cl:47])[CH:46]=3)=[CH:13]\[CH:14]=[C:15]2\[N:16]([CH2:30][CH2:31][CH2:32][S:33]([O-:36])(=[O:35])=[O:34])[C:17]3[C:22]([C:23]\2([CH3:25])[CH3:24])=[CH:21][C:20]([S:26]([O-:29])(=[O:28])=[O:27])=[CH:19][CH:18]=3)C=CC=1)(O)=O.[Na+:58].[Na+].[C:60]([CH2:63][CH2:64][C:65]1[CH:70]=[CH:69][C:68](B(O)O)=[CH:67][CH:66]=1)([OH:62])=[O:61], predict the reaction product. The product is: [C:60]([CH2:63][CH2:64][C:65]1[CH:70]=[CH:69][C:68](/[C:12](/[CH:37]=[CH:38]/[C:39]2[C:40]([CH3:57])([CH3:56])[C:41]3[C:42]([N:55]=2)=[N+:43]([CH2:48][CH2:49][CH2:50][S:51]([O-:54])(=[O:53])=[O:52])[CH:44]=[C:45]([Cl:47])[CH:46]=3)=[CH:13]\[CH:14]=[C:15]2\[N:16]([CH2:30][CH2:31][CH2:32][S:33]([O-:36])(=[O:35])=[O:34])[C:17]3[C:22]([C:23]\2([CH3:25])[CH3:24])=[CH:21][C:20]([S:26]([O-:29])(=[O:27])=[O:28])=[CH:19][CH:18]=3)=[CH:67][CH:66]=1)([OH:62])=[O:61].[Na+:58].[Na+:58]. (2) Given the reactants [F:1][C:2]1[CH:26]=[CH:25][CH:24]=[CH:23][C:3]=1[CH2:4][N:5]1[C:9]2=[N:10][CH:11]=[CH:12][CH:13]=[C:8]2[C:7]([C:14]2[N:19]=[C:18]([NH2:20])[C:17]([NH2:21])=[C:16]([CH3:22])[N:15]=2)=[N:6]1.Cl[C:28]([O:30][CH3:31])=[O:29], predict the reaction product. The product is: [CH:28]([OH:30])=[O:29].[NH2:20][C:18]1[C:17]([NH:21][C:28](=[O:29])[O:30][CH3:31])=[C:16]([CH3:22])[N:15]=[C:14]([C:7]2[C:8]3[C:9](=[N:10][CH:11]=[CH:12][CH:13]=3)[N:5]([CH2:4][C:3]3[CH:23]=[CH:24][CH:25]=[CH:26][C:2]=3[F:1])[N:6]=2)[N:19]=1. (3) Given the reactants [CH2:1]([O:3][C:4]1[CH:9]=[CH:8][C:7]([C:10]2[C:15]([N:16]3[CH2:22][CH2:21][C:20](=O)[N:19]([C:24]4[CH:29]=[CH:28][C:27]([O:30][CH3:31])=[CH:26][CH:25]=4)[CH2:18][CH2:17]3)=[CH:14][CH:13]=[C:12]([O:32][CH3:33])[N:11]=2)=[CH:6][C:5]=1[CH3:34])[CH3:2].[CH3:35][Mg]Br.[B-]C#N.[Na+].[OH-].[Na+], predict the reaction product. The product is: [CH2:1]([O:3][C:4]1[CH:9]=[CH:8][C:7]([C:10]2[C:15]([N:16]3[CH2:22][CH2:21][CH:20]([CH3:35])[N:19]([C:24]4[CH:25]=[CH:26][C:27]([O:30][CH3:31])=[CH:28][CH:29]=4)[CH2:18][CH2:17]3)=[CH:14][CH:13]=[C:12]([O:32][CH3:33])[N:11]=2)=[CH:6][C:5]=1[CH3:34])[CH3:2].